Predict which catalyst facilitates the given reaction. From a dataset of Catalyst prediction with 721,799 reactions and 888 catalyst types from USPTO. (1) Reactant: [C:1]1([S:7](Cl)(=[O:9])=[O:8])[CH:6]=[CH:5][CH:4]=[CH:3][CH:2]=1.[NH2:11][CH2:12][C:13]1[CH:14]=[C:15]([CH:19]=[CH:20][CH:21]=1)[C:16]([OH:18])=[O:17].Cl. Product: [C:1]1([S:7]([NH:11][CH2:12][C:13]2[CH:14]=[C:15]([CH:19]=[CH:20][CH:21]=2)[C:16]([OH:18])=[O:17])(=[O:9])=[O:8])[CH:6]=[CH:5][CH:4]=[CH:3][CH:2]=1. The catalyst class is: 74. (2) Reactant: [Cl:1][C:2]1[CH:21]=[C:20]([C:22]([F:25])([F:24])[F:23])[CH:19]=[CH:18][C:3]=1[CH2:4][N:5]1[C:9](/[CH:10]=[CH:11]/[C:12]([O:14][CH2:15][CH3:16])=[O:13])=[CH:8][C:7]([OH:17])=[N:6]1.Br[CH2:27][CH:28]1[CH2:30][CH2:29]1.C(=O)([O-])[O-].[K+].[K+]. Product: [Cl:1][C:2]1[CH:21]=[C:20]([C:22]([F:25])([F:23])[F:24])[CH:19]=[CH:18][C:3]=1[CH2:4][N:5]1[C:9](/[CH:10]=[CH:11]/[C:12]([O:14][CH2:15][CH3:16])=[O:13])=[CH:8][C:7]([O:17][CH2:27][CH:28]2[CH2:30][CH2:29]2)=[N:6]1. The catalyst class is: 9. (3) Reactant: [C:1]([Si:5]([CH3:29])([CH3:28])[O:6][CH2:7][C@H:8]([CH2:19][N:20]1[CH:25]=[CH:24][C:23](=O)[NH:22][C:21]1=[O:27])[C@H:9]([O:11][Si:12]([C:15]([CH3:18])([CH3:17])[CH3:16])([CH3:14])[CH3:13])[CH3:10])([CH3:4])([CH3:3])[CH3:2].[NH:30]1[CH:34]=[N:33][CH:32]=[N:31]1. Product: [C:1]([Si:5]([CH3:29])([CH3:28])[O:6][CH2:7][C@H:8]([CH2:19][N:20]1[CH:25]=[CH:24][C:23]([N:30]2[CH:34]=[N:33][CH:32]=[N:31]2)=[N:22][C:21]1=[O:27])[C@H:9]([O:11][Si:12]([C:15]([CH3:17])([CH3:16])[CH3:18])([CH3:13])[CH3:14])[CH3:10])([CH3:4])([CH3:2])[CH3:3]. The catalyst class is: 17. (4) Reactant: [CH2:1]([O:3][C:4](=[O:18])[CH2:5][N:6]([CH2:8][CH2:9][C@H:10]([OH:17])[C:11]1[CH:16]=[CH:15][CH:14]=[CH:13][CH:12]=1)[CH3:7])[CH3:2].[C:19]([C:23]1[CH:28]=[CH:27][C:26](O)=[CH:25][CH:24]=1)([CH3:22])([CH3:21])[CH3:20]. Product: [CH2:1]([O:3][C:4](=[O:18])[CH2:5][N:6]([CH2:8][CH2:9][C@H:10]([C:11]1[CH:16]=[CH:15][CH:14]=[CH:13][CH:12]=1)[O:17][C:26]1[CH:27]=[CH:28][C:23]([C:19]([CH3:22])([CH3:21])[CH3:20])=[CH:24][CH:25]=1)[CH3:7])[CH3:2]. The catalyst class is: 22. (5) Reactant: [CH3:1][O:2][C:3]1[C:4]([NH2:10])=[N:5][C:6]([CH3:9])=[CH:7][N:8]=1.[Cl:11][C:12]1[C:17]([Cl:18])=[CH:16][CH:15]=[CH:14][C:13]=1[S:19](Cl)(=[O:21])=[O:20]. Product: [Cl:11][C:12]1[C:17]([Cl:18])=[CH:16][CH:15]=[CH:14][C:13]=1[S:19]([NH:10][C:4]1[C:3]([O:2][CH3:1])=[N:8][CH:7]=[C:6]([CH3:9])[N:5]=1)(=[O:21])=[O:20]. The catalyst class is: 17. (6) Reactant: [NH2:1][C:2]1[C:3]([CH3:8])=[CH:4][CH:5]=[CH:6][CH:7]=1.C[Al](C)C.C[O:14][C:15](=O)[C:16]1[CH:21]=[CH:20][C:19]([S:22][C:23]2[CH:28]=[CH:27][C:26]([O:29][CH3:30])=[CH:25][CH:24]=2)=[C:18]([NH:31][C:32]2[C:33]3[CH:41]=[CH:40][C:39]([CH3:42])=[N:38][C:34]=3[N:35]=[CH:36][N:37]=2)[CH:17]=1.[C@H](O)(C([O-])=O)[C@@H](O)C([O-])=O.[Na+].[K+]. Product: [CH3:30][O:29][C:26]1[CH:25]=[CH:24][C:23]([S:22][C:19]2[CH:20]=[CH:21][C:16]([C:15]([NH:1][C:2]3[CH:7]=[CH:6][CH:5]=[CH:4][C:3]=3[CH3:8])=[O:14])=[CH:17][C:18]=2[NH:31][C:32]2[C:33]3[CH:41]=[CH:40][C:39]([CH3:42])=[N:38][C:34]=3[N:35]=[CH:36][N:37]=2)=[CH:28][CH:27]=1. The catalyst class is: 11. (7) Reactant: [N+:1]([C:4]1[CH:5]=[N:6][NH:7][CH:8]=1)([O-:3])=[O:2].Br[CH2:10][CH2:11][CH:12]([O:15][CH3:16])[O:13][CH3:14].C([O-])([O-])=O.[Cs+].[Cs+]. Product: [CH3:14][O:13][CH:12]([O:15][CH3:16])[CH2:11][CH2:10][N:6]1[CH:5]=[C:4]([N+:1]([O-:3])=[O:2])[CH:8]=[N:7]1. The catalyst class is: 496. (8) Reactant: [H-].[Na+].[C:3]([O:11][CH2:12][CH3:13])(=[O:10])[CH2:4][C:5]([O:7]CC)=O.[CH2:14]([N:21]1[C:26]2[N:27]=[CH:28][CH:29]=[CH:30][C:25]=2C(=O)[O:23][C:22]1=O)[C:15]1[CH:20]=[CH:19][CH:18]=[CH:17][CH:16]=1. Product: [CH2:14]([N:21]1[C:26]2[C:25](=[CH:30][CH:29]=[CH:28][N:27]=2)[C:5]([OH:7])=[C:4]([C:3]([O:11][CH2:12][CH3:13])=[O:10])[C:22]1=[O:23])[C:15]1[CH:16]=[CH:17][CH:18]=[CH:19][CH:20]=1. The catalyst class is: 44. (9) Product: [C:7]([C:9]1[CH:10]=[C:11]2[C:16](=[CH:17][C:18]=1[O:24][C:25]1[CH:37]=[CH:36][C:28]([C:29]([OH:31])=[O:30])=[CH:27][C:26]=1[CH3:38])[O:15][CH2:14][CH2:13][CH:12]2[C:20]([O:22][CH3:23])=[O:21])#[N:8]. Reactant: C([O-])([O-])=O.[K+].[K+].[C:7]([C:9]1[CH:10]=[C:11]2[C:16](=[CH:17][C:18]=1F)[O:15][CH2:14][CH2:13][CH:12]2[C:20]([O:22][CH3:23])=[O:21])#[N:8].[OH:24][C:25]1[CH:37]=[CH:36][C:28]([C:29]([O:31]C(C)(C)C)=[O:30])=[CH:27][C:26]=1[CH3:38].Cl. The catalyst class is: 37. (10) Reactant: Cl[C:2]1[N:3]=[C:4]([NH:17][CH2:18][C:19]2[CH:24]=[CH:23][CH:22]=[CH:21][N:20]=2)[C:5]2[C:10]([C:11]3[CH:16]=[CH:15][CH:14]=[CH:13][CH:12]=3)=[CH:9][S:8][C:6]=2[N:7]=1.[OH:25][CH2:26][CH2:27][NH:28][C:29]([CH:31]1[CH2:36][CH2:35][CH2:34][NH:33][CH2:32]1)=[O:30].C(N(CC)C(C)C)(C)C. Product: [OH:25][CH2:26][CH2:27][NH:28][C:29]([CH:31]1[CH2:36][CH2:35][CH2:34][N:33]([C:2]2[N:3]=[C:4]([NH:17][CH2:18][C:19]3[CH:24]=[CH:23][CH:22]=[CH:21][N:20]=3)[C:5]3[C:10]([C:11]4[CH:16]=[CH:15][CH:14]=[CH:13][CH:12]=4)=[CH:9][S:8][C:6]=3[N:7]=2)[CH2:32]1)=[O:30]. The catalyst class is: 37.